From a dataset of Reaction yield outcomes from USPTO patents with 853,638 reactions. Predict the reaction yield, written as a fraction of the theoretical maximum amount of product (1.0 means a 100% yield; for example, 0.34 means a 34% yield). The reactants are [CH2:1]([O:8][CH2:9][Sn](CCCC)(CCCC)CCCC)[C:2]1[CH:7]=[CH:6][CH:5]=[CH:4][CH:3]=1.C([Li])CCC.[N:28]1[CH:33]=[C:32]([CH:34]2[CH2:39][CH2:38][CH2:37][N:35]2[CH3:36])[CH:31]=[CH:30][CH:29]=1.[C:40](Cl)(=[O:45])[C:41]([CH3:44])([CH3:43])[CH3:42].C(=O)=O.[NH4+].[Cl-]. The catalyst is C1COCC1. The product is [CH2:1]([O:8][CH2:9][CH:31]1[CH:30]=[CH:29][N:28]([C:40](=[O:45])[C:41]([CH3:44])([CH3:43])[CH3:42])[CH:33]=[C:32]1[CH:34]1[CH2:39][CH2:38][CH2:37][N:35]1[CH3:36])[C:2]1[CH:3]=[CH:4][CH:5]=[CH:6][CH:7]=1. The yield is 0.700.